This data is from Forward reaction prediction with 1.9M reactions from USPTO patents (1976-2016). The task is: Predict the product of the given reaction. (1) Given the reactants Cl.C[O:3][C:4]([C:6]12[CH2:15][CH:10]3[CH2:11][CH:12]([CH2:14][C:8]([NH2:16])([CH2:9]3)[CH2:7]1)[CH2:13]2)=[O:5].[N:17]1[CH:22]=[CH:21][N:20]=[CH:19][C:18]=1[C:23](O)=[O:24].C1CN([P+](ON2N=NC3C=CC=CC2=3)(N2CCCC2)N2CCCC2)CC1.F[P-](F)(F)(F)(F)F.C(N(CC)CC)C.C(=O)(O)[O-].[Na+].O.[OH-].[Li+], predict the reaction product. The product is: [N:17]1[CH:22]=[CH:21][N:20]=[CH:19][C:18]=1[C:23]([NH:16][C:8]12[CH2:9][CH:10]3[CH2:11][CH:12]([CH2:13][C:6]([C:4]([OH:3])=[O:5])([CH2:15]3)[CH2:7]1)[CH2:14]2)=[O:24]. (2) Given the reactants [F:1][C:2]1[CH:40]=[CH:39][C:5]([CH2:6][N:7]2[C:11]3[CH:12]=[N:13][C:14]4[C:15](=[O:29])[N:16]([O:20]COCC[Si](C)(C)C)[CH2:17][CH2:18][C:19]=4[C:10]=3[C:9]([CH2:30][N:31]3[CH2:36][CH2:35][CH:34]([O:37][CH3:38])[CH2:33][CH2:32]3)=[CH:8]2)=[CH:4][CH:3]=1.Cl, predict the reaction product. The product is: [F:1][C:2]1[CH:3]=[CH:4][C:5]([CH2:6][N:7]2[C:11]3[CH:12]=[N:13][C:14]4[C:15](=[O:29])[N:16]([OH:20])[CH2:17][CH2:18][C:19]=4[C:10]=3[C:9]([CH2:30][N:31]3[CH2:32][CH2:33][CH:34]([O:37][CH3:38])[CH2:35][CH2:36]3)=[CH:8]2)=[CH:39][CH:40]=1. (3) The product is: [O:19]1[CH:20]=[CH:21][CH:22]=[C:18]1[C:6]1[N:7]=[C:8]([NH:10][C:11](=[O:17])[O:12][C:13]([CH3:16])([CH3:15])[CH3:14])[S:9][C:5]=1[C:1]([CH2:2][CH2:3][O:23][CH3:26])=[O:4]. Given the reactants [C:1]([C:5]1[S:9][C:8]([NH:10][C:11](=[O:17])[O:12][C:13]([CH3:16])([CH3:15])[CH3:14])=[N:7][C:6]=1[C:18]1[O:19][CH:20]=[CH:21][CH:22]=1)(=[O:4])[CH:2]=[CH2:3].[OH-:23].[K+].O.[CH3:26]O, predict the reaction product. (4) Given the reactants [Cl:1][C:2]1[CH:12]=[CH:11][C:5]([O:6][CH2:7][C:8]([OH:10])=O)=[C:4]([NH:13][C:14]([NH2:16])=[O:15])[CH:3]=1.[F:17][C:18]1[CH:31]=[CH:30][C:21]([CH2:22][C@H:23]2[O:28][CH2:27][C@H:26]([CH3:29])[NH:25][CH2:24]2)=[CH:20][CH:19]=1.CCN=C=NCCCN(C)C.C1C=CC2N(O)N=NC=2C=1.CCN(C(C)C)C(C)C, predict the reaction product. The product is: [Cl:1][C:2]1[CH:12]=[CH:11][C:5]([O:6][CH2:7][C:8]([N:25]2[C@@H:26]([CH3:29])[CH2:27][O:28][C@H:23]([CH2:22][C:21]3[CH:30]=[CH:31][C:18]([F:17])=[CH:19][CH:20]=3)[CH2:24]2)=[O:10])=[C:4]([NH:13][C:14]([NH2:16])=[O:15])[CH:3]=1. (5) The product is: [CH2:3]1[C:4]2[C:9](=[CH:8][CH:7]=[CH:6][CH:5]=2)[CH2:1][CH:2]1[CH2:10][CH:11]=[O:12]. Given the reactants [CH2:1]1[C:9]2[C:4](=[CH:5][CH:6]=[CH:7][CH:8]=2)[CH2:3][CH:2]1[CH2:10][C:11](O)=[O:12].[H-].[H-].[H-].[H-].[Li+].[Al+3].C1C2C(=CC=CC=2)CC1CCO.C[N+]1([O-])CCOCC1, predict the reaction product. (6) Given the reactants N1C2C(=CC=CC=2C(O)=O)C=CC=1.[C:14]1([C:44]2[CH:49]=[CH:48][CH:47]=[CH:46][CH:45]=2)[C:15]([C:20]([N:22]2[CH:27]=[C:26]([O:28]C)[CH2:25][CH2:24][CH:23]2[CH2:30][NH:31][C:32]([C:34]2[CH:35]=[CH:36][CH:37]=[C:38]3[C:43]=2[N:42]=[CH:41][CH:40]=[CH:39]3)=[O:33])=[O:21])=[CH:16][CH:17]=[CH:18][CH:19]=1.C(O)(C(F)(F)F)=O, predict the reaction product. The product is: [C:14]1([C:44]2[CH:45]=[CH:46][CH:47]=[CH:48][CH:49]=2)[C:15]([C:20]([N:22]2[CH2:27][C:26](=[O:28])[CH2:25][CH2:24][CH:23]2[CH2:30][NH:31][C:32]([C:34]2[CH:35]=[CH:36][CH:37]=[C:38]3[C:43]=2[N:42]=[CH:41][CH:40]=[CH:39]3)=[O:33])=[O:21])=[CH:16][CH:17]=[CH:18][CH:19]=1.